Dataset: Forward reaction prediction with 1.9M reactions from USPTO patents (1976-2016). Task: Predict the product of the given reaction. Given the reactants [Br:1][C:2]1[CH:3]=[C:4]([C:9]([F:12])([F:11])[F:10])[CH:5]=[CH:6][C:7]=1I.BrC1C=C(C(F)(F)F)C=CC=1N.[Cl:25][C:26]1[CH:31]=[CH:30][C:29]([SH:32])=[CH:28][CH:27]=1.CC(C)([O-])C.[K+], predict the reaction product. The product is: [Br:1][C:2]1[CH:3]=[C:4]([C:9]([F:12])([F:11])[F:10])[CH:5]=[CH:6][C:7]=1[S:32][C:29]1[CH:30]=[CH:31][C:26]([Cl:25])=[CH:27][CH:28]=1.